The task is: Predict the reaction yield, written as a fraction of the theoretical maximum amount of product (1.0 means a 100% yield; for example, 0.34 means a 34% yield).. This data is from Reaction yield outcomes from USPTO patents with 853,638 reactions. (1) The yield is 0.150. The reactants are [N:1]12[CH2:8][CH2:7][CH:4]([CH2:5][CH2:6]1)[CH:3]([CH2:9][C:10]([OH:12])=O)[CH2:2]2.[CH3:13][O:14][C:15]1[CH:20]=[CH:19][CH:18]=[CH:17][C:16]=1[CH2:21][CH2:22][NH2:23]. The product is [N:1]12[CH2:6][CH2:5][CH:4]([CH2:7][CH2:8]1)[CH:3]([CH2:9][C:10]([NH:23][CH2:22][CH2:21][C:16]1[CH:17]=[CH:18][CH:19]=[CH:20][C:15]=1[O:14][CH3:13])=[O:12])[CH2:2]2. No catalyst specified. (2) The reactants are B(Br)(Br)Br.[F:5][C:6]1[CH:11]=[CH:10][C:9]([O:12]C)=[CH:8][C:7]=1[C:14]([NH2:16])=[O:15]. The catalyst is C(Cl)Cl. The product is [F:5][C:6]1[CH:11]=[CH:10][C:9]([OH:12])=[CH:8][C:7]=1[C:14]([NH2:16])=[O:15]. The yield is 0.820. (3) The reactants are [C:1]1([C:7]2[CH:8]=[C:9]3[C:13](=[C:14]([C:16]([NH2:18])=[O:17])[CH:15]=2)[NH:12][CH:11]=[C:10]3[CH:19]2[CH2:24][CH2:23][NH:22][CH2:21][CH2:20]2)[CH:6]=[CH:5][CH:4]=[CH:3][CH:2]=1.C(N(CC)CC)C.[O:32]=[C:33]1[C:41]2[C:36](=[CH:37][CH:38]=[CH:39][CH:40]=2)[C:35](=[O:42])[N:34]1[CH2:43][CH2:44][S:45](Cl)(=[O:47])=[O:46]. The catalyst is C(Cl)Cl. The product is [O:42]=[C:35]1[C:36]2[C:41](=[CH:40][CH:39]=[CH:38][CH:37]=2)[C:33](=[O:32])[N:34]1[CH2:43][CH2:44][S:45]([N:22]1[CH2:23][CH2:24][CH:19]([C:10]2[C:9]3[C:13](=[C:14]([C:16]([NH2:18])=[O:17])[CH:15]=[C:7]([C:1]4[CH:2]=[CH:3][CH:4]=[CH:5][CH:6]=4)[CH:8]=3)[NH:12][CH:11]=2)[CH2:20][CH2:21]1)(=[O:47])=[O:46]. The yield is 0.610. (4) The reactants are [NH:1]1[C:9]2[C:4](=[CH:5][C:6](C(O)=O)=[CH:7][CH:8]=2)[CH:3]=[CH:2]1.[C:13](=[O:16])([O-])[OH:14].[Na+].CI.[CH3:20]N(C=O)C. The catalyst is C(OCC)(=O)C.O. The product is [NH:1]1[C:9]2[CH:8]=[CH:7][CH:6]=[C:5]([C:13]([O:14][CH3:20])=[O:16])[C:4]=2[CH:3]=[CH:2]1. The yield is 0.990. (5) The reactants are [Br:1][C:2]1[CH:3]=[N:4][N:5]([CH2:7][C:8]2[CH:13]=[CH:12][CH:11]=[C:10]([O:14]C)[CH:9]=2)[CH:6]=1.B(Br)(Br)Br. The catalyst is C(Cl)Cl. The product is [Br:1][C:2]1[CH:3]=[N:4][N:5]([CH2:7][C:8]2[CH:9]=[C:10]([OH:14])[CH:11]=[CH:12][CH:13]=2)[CH:6]=1. The yield is 0.710. (6) The reactants are [CH3:1][O:2][C:3]1[CH:55]=[C:54]([O:56][CH3:57])[CH:53]=[C:52]([O:58][CH3:59])[C:4]=1[CH:5]=[CH:6][CH:7]([S:21]([CH:24]([CH:38]=[CH:39][C:40]1[C:45]([O:46][CH3:47])=[CH:44][C:43]([O:48][CH3:49])=[CH:42][C:41]=1[O:50][CH3:51])[C:25]1[CH:30]=[CH:29][C:28]([O:31][CH3:32])=[C:27]([NH:33][C:34](=[O:37])[CH2:35]Cl)[CH:26]=1)(=[O:23])=[O:22])[C:8]1[CH:13]=[CH:12][C:11]([O:14][CH3:15])=[C:10]([NH:16][C:17](=[O:20])[CH2:18]Cl)[CH:9]=1.[CH3:60][N:61]1[CH2:66][CH2:65][NH:64][CH2:63][CH2:62]1.C(=O)([O-])[O-].[K+].[K+].O. The catalyst is CN(C)C=O. The product is [CH3:1][O:2][C:3]1[CH:55]=[C:54]([O:56][CH3:57])[CH:53]=[C:52]([O:58][CH3:59])[C:4]=1/[CH:5]=[CH:6]/[CH:7]([S:21]([CH:24](/[CH:38]=[CH:39]/[C:40]1[C:45]([O:46][CH3:47])=[CH:44][C:43]([O:48][CH3:49])=[CH:42][C:41]=1[O:50][CH3:51])[C:25]1[CH:30]=[CH:29][C:28]([O:31][CH3:32])=[C:27]([NH:33][C:34](=[O:37])[CH2:35][N:64]2[CH2:65][CH2:66][N:61]([CH3:60])[CH2:62][CH2:63]2)[CH:26]=1)(=[O:23])=[O:22])[C:8]1[CH:13]=[CH:12][C:11]([O:14][CH3:15])=[C:10]([NH:16][C:17](=[O:20])[CH2:18][N:64]2[CH2:65][CH2:66][N:61]([CH3:60])[CH2:62][CH2:63]2)[CH:9]=1. The yield is 0.870. (7) The reactants are [NH2:1][C:2]1[CH:3]=[N:4][C:5]([NH:8][C:9](=[O:11])[CH3:10])=[N:6][CH:7]=1.C(N(CC)CC)C.[Cl:19][C:20]1[C:25]([C:26](Cl)=[O:27])=[C:24]([F:29])[C:23]([NH:30][S:31]([CH2:34][CH2:35][CH3:36])(=[O:33])=[O:32])=[CH:22][CH:21]=1. The catalyst is O1CCCC1.C(OCC)(=O)C. The product is [C:9]([NH:8][C:5]1[N:6]=[CH:7][C:2]([NH:1][C:26](=[O:27])[C:25]2[C:20]([Cl:19])=[CH:21][CH:22]=[C:23]([NH:30][S:31]([CH2:34][CH2:35][CH3:36])(=[O:33])=[O:32])[C:24]=2[F:29])=[CH:3][N:4]=1)(=[O:11])[CH3:10]. The yield is 0.190.